The task is: Predict the reaction yield, written as a fraction of the theoretical maximum amount of product (1.0 means a 100% yield; for example, 0.34 means a 34% yield).. This data is from Reaction yield outcomes from USPTO patents with 853,638 reactions. (1) The reactants are [Cl:1][C:2]1[N:11]=[C:10]([N:12]([C:14]2[CH:19]=[CH:18][C:17]([O:20]C)=[CH:16][CH:15]=2)[CH3:13])[C:9]2[C:4](=[CH:5][CH:6]=[CH:7][CH:8]=2)[N:3]=1.B(Br)(Br)Br. The catalyst is ClCCl.C(OCC)(=O)C. The product is [Cl:1][C:2]1[N:11]=[C:10]([N:12]([C:14]2[CH:15]=[CH:16][C:17]([OH:20])=[CH:18][CH:19]=2)[CH3:13])[C:9]2[C:4](=[CH:5][CH:6]=[CH:7][CH:8]=2)[N:3]=1. The yield is 0.570. (2) The yield is 0.810. The reactants are C([O:4][C@H:5]1[C@H:10]([O:11][C:12](=[O:19])[C:13]2[CH:18]=[CH:17][CH:16]=[CH:15][CH:14]=2)[C@@H:9]([CH2:20][O:21][C:22](=[O:29])[C:23]2[CH:28]=[CH:27][CH:26]=[CH:25][CH:24]=2)[O:8][C@H:7]([O:30][C@H:31]2[C@H:44]([O:45][C:46](=[O:53])[C:47]3[CH:52]=[CH:51][CH:50]=[CH:49][CH:48]=3)[C@@H:43]([CH2:54][O:55][C:56](=[O:63])[C:57]3[CH:62]=[CH:61][CH:60]=[CH:59][CH:58]=3)[O:42][C@H:33]([O:34][CH2:35][C:36]3[CH:41]=[CH:40][CH:39]=[CH:38][CH:37]=3)[C@H:32]2[O:64][C:65](=[O:72])[C:66]2[CH:71]=[CH:70][CH:69]=[CH:68][CH:67]=2)[C@H:6]1[O:73][C:74](=[O:81])[C:75]1[CH:80]=[CH:79][CH:78]=[CH:77][CH:76]=1)C=C. The product is [C:74]([O:73][C@H:6]1[C@@H:5]([OH:4])[C@H:10]([O:11][C:12](=[O:19])[C:13]2[CH:18]=[CH:17][CH:16]=[CH:15][CH:14]=2)[C@@H:9]([CH2:20][O:21][C:22](=[O:29])[C:23]2[CH:24]=[CH:25][CH:26]=[CH:27][CH:28]=2)[O:8][C@@H:7]1[O:30][C@H:31]1[C@H:44]([O:45][C:46](=[O:53])[C:47]2[CH:48]=[CH:49][CH:50]=[CH:51][CH:52]=2)[C@@H:43]([CH2:54][O:55][C:56](=[O:63])[C:57]2[CH:58]=[CH:59][CH:60]=[CH:61][CH:62]=2)[O:42][C@H:33]([O:34][CH2:35][C:36]2[CH:41]=[CH:40][CH:39]=[CH:38][CH:37]=2)[C@H:32]1[O:64][C:65](=[O:72])[C:66]1[CH:67]=[CH:68][CH:69]=[CH:70][CH:71]=1)(=[O:81])[C:75]1[CH:80]=[CH:79][CH:78]=[CH:77][CH:76]=1. The catalyst is CO.ClCCCl.[Pd](Cl)Cl.